This data is from NCI-60 drug combinations with 297,098 pairs across 59 cell lines. The task is: Regression. Given two drug SMILES strings and cell line genomic features, predict the synergy score measuring deviation from expected non-interaction effect. (1) Drug 1: CCCCC(=O)OCC(=O)C1(CC(C2=C(C1)C(=C3C(=C2O)C(=O)C4=C(C3=O)C=CC=C4OC)O)OC5CC(C(C(O5)C)O)NC(=O)C(F)(F)F)O. Drug 2: CC1CCC2CC(C(=CC=CC=CC(CC(C(=O)C(C(C(=CC(C(=O)CC(OC(=O)C3CCCCN3C(=O)C(=O)C1(O2)O)C(C)CC4CCC(C(C4)OC)O)C)C)O)OC)C)C)C)OC. Cell line: M14. Synergy scores: CSS=69.5, Synergy_ZIP=7.08, Synergy_Bliss=7.23, Synergy_Loewe=8.25, Synergy_HSA=10.3. (2) Drug 1: CCC1=C2CN3C(=CC4=C(C3=O)COC(=O)C4(CC)O)C2=NC5=C1C=C(C=C5)O. Drug 2: CC12CCC3C(C1CCC2OP(=O)(O)O)CCC4=C3C=CC(=C4)OC(=O)N(CCCl)CCCl.[Na+]. Cell line: COLO 205. Synergy scores: CSS=44.9, Synergy_ZIP=-0.745, Synergy_Bliss=-2.64, Synergy_Loewe=-5.32, Synergy_HSA=0.995. (3) Drug 1: CC1CCC2CC(C(=CC=CC=CC(CC(C(=O)C(C(C(=CC(C(=O)CC(OC(=O)C3CCCCN3C(=O)C(=O)C1(O2)O)C(C)CC4CCC(C(C4)OC)O)C)C)O)OC)C)C)C)OC. Synergy scores: CSS=6.33, Synergy_ZIP=-0.912, Synergy_Bliss=-0.331, Synergy_Loewe=-1.26, Synergy_HSA=0.258. Drug 2: CC(C)(C#N)C1=CC(=CC(=C1)CN2C=NC=N2)C(C)(C)C#N. Cell line: NCI/ADR-RES. (4) Drug 1: CC1=C(C(=CC=C1)Cl)NC(=O)C2=CN=C(S2)NC3=CC(=NC(=N3)C)N4CCN(CC4)CCO. Drug 2: C1CN(CCN1C(=O)CCBr)C(=O)CCBr. Cell line: OVCAR-8. Synergy scores: CSS=25.3, Synergy_ZIP=-9.56, Synergy_Bliss=-3.52, Synergy_Loewe=-16.8, Synergy_HSA=-0.133.